From a dataset of NCI-60 drug combinations with 297,098 pairs across 59 cell lines. Regression. Given two drug SMILES strings and cell line genomic features, predict the synergy score measuring deviation from expected non-interaction effect. (1) Drug 1: C1=C(C(=O)NC(=O)N1)F. Drug 2: CCC1(CC2CC(C3=C(CCN(C2)C1)C4=CC=CC=C4N3)(C5=C(C=C6C(=C5)C78CCN9C7C(C=CC9)(C(C(C8N6C=O)(C(=O)OC)O)OC(=O)C)CC)OC)C(=O)OC)O.OS(=O)(=O)O. Cell line: OVCAR-8. Synergy scores: CSS=35.8, Synergy_ZIP=1.78, Synergy_Bliss=4.53, Synergy_Loewe=0.0814, Synergy_HSA=3.94. (2) Drug 1: C1C(C(OC1N2C=C(C(=O)NC2=O)F)CO)O. Drug 2: CC1=C(C(=CC=C1)Cl)NC(=O)C2=CN=C(S2)NC3=CC(=NC(=N3)C)N4CCN(CC4)CCO. Cell line: RXF 393. Synergy scores: CSS=4.19, Synergy_ZIP=-0.454, Synergy_Bliss=2.57, Synergy_Loewe=-2.94, Synergy_HSA=-0.259. (3) Drug 1: COC1=C(C=C2C(=C1)N=CN=C2NC3=CC(=C(C=C3)F)Cl)OCCCN4CCOCC4. Drug 2: CN1C2=C(C=C(C=C2)N(CCCl)CCCl)N=C1CCCC(=O)O.Cl. Cell line: PC-3. Synergy scores: CSS=15.0, Synergy_ZIP=-6.22, Synergy_Bliss=-1.72, Synergy_Loewe=-17.0, Synergy_HSA=0.134. (4) Drug 1: CCCS(=O)(=O)NC1=C(C(=C(C=C1)F)C(=O)C2=CNC3=C2C=C(C=N3)C4=CC=C(C=C4)Cl)F. Drug 2: CC1=C2C(C(=O)C3(C(CC4C(C3C(C(C2(C)C)(CC1OC(=O)C(C(C5=CC=CC=C5)NC(=O)OC(C)(C)C)O)O)OC(=O)C6=CC=CC=C6)(CO4)OC(=O)C)O)C)O. Cell line: NCI-H322M. Synergy scores: CSS=21.0, Synergy_ZIP=2.88, Synergy_Bliss=1.11, Synergy_Loewe=-33.2, Synergy_HSA=-4.18. (5) Drug 1: CN1CCC(CC1)COC2=C(C=C3C(=C2)N=CN=C3NC4=C(C=C(C=C4)Br)F)OC. Drug 2: CCC1(CC2CC(C3=C(CCN(C2)C1)C4=CC=CC=C4N3)(C5=C(C=C6C(=C5)C78CCN9C7C(C=CC9)(C(C(C8N6C=O)(C(=O)OC)O)OC(=O)C)CC)OC)C(=O)OC)O.OS(=O)(=O)O. Cell line: HT29. Synergy scores: CSS=64.6, Synergy_ZIP=3.18, Synergy_Bliss=5.16, Synergy_Loewe=-21.3, Synergy_HSA=3.07. (6) Drug 1: COC1=CC(=CC(=C1O)OC)C2C3C(COC3=O)C(C4=CC5=C(C=C24)OCO5)OC6C(C(C7C(O6)COC(O7)C8=CC=CS8)O)O. Drug 2: C1C(C(OC1N2C=NC3=C(N=C(N=C32)Cl)N)CO)O. Cell line: UACC62. Synergy scores: CSS=28.7, Synergy_ZIP=-8.87, Synergy_Bliss=-5.09, Synergy_Loewe=-6.54, Synergy_HSA=-3.25. (7) Drug 1: C1CN1P(=S)(N2CC2)N3CC3. Drug 2: CCCCCOC(=O)NC1=NC(=O)N(C=C1F)C2C(C(C(O2)C)O)O. Cell line: HS 578T. Synergy scores: CSS=6.47, Synergy_ZIP=-2.13, Synergy_Bliss=-1.35, Synergy_Loewe=-0.590, Synergy_HSA=0.694.